From a dataset of Reaction yield outcomes from USPTO patents with 853,638 reactions. Predict the reaction yield, written as a fraction of the theoretical maximum amount of product (1.0 means a 100% yield; for example, 0.34 means a 34% yield). (1) The reactants are [Cl:1][C:2]1[CH:7]=[CH:6][CH:5]=[CH:4][C:3]=1[C:8]1[C:9]([C:21](OCC)=[O:22])=[CH:10][N:11]([C:13]2[C:18]([CH3:19])=[CH:17][N:16]=[C:15]([F:20])[CH:14]=2)[CH:12]=1.[AlH4-].[Li+]. The catalyst is C1COCC1. The product is [Cl:1][C:2]1[CH:7]=[CH:6][CH:5]=[CH:4][C:3]=1[C:8]1[C:9]([CH2:21][OH:22])=[CH:10][N:11]([C:13]2[C:18]([CH3:19])=[CH:17][N:16]=[C:15]([F:20])[CH:14]=2)[CH:12]=1. The yield is 0.890. (2) The product is [N:11]1([C:9]2[CH:8]=[CH:7][N:6]=[C:5]([NH:11][C@H:15]3[CH2:16][CH2:26][C@H:24]([OH:25])[CH2:19][CH2:14]3)[N:10]=2)[C:15]2[CH:16]=[CH:17][CH:18]=[CH:19][C:14]=2[N:13]=[N:12]1. The yield is 0.510. The catalyst is CN1C(=O)CCC1. The reactants are CS([C:5]1[N:10]=[C:9]([N:11]2[C:15]3[CH:16]=[CH:17][CH:18]=[CH:19][C:14]=3[N:13]=[N:12]2)[CH:8]=[CH:7][N:6]=1)(=O)=O.O.CCO[C:24]([CH3:26])=[O:25]. (3) The reactants are C(=O)([O-])[O-].[Na+].[Na+].[OH:7][C:8]1[CH:9]=[CH:10][C:11]([CH3:14])=[N:12][CH:13]=1.[I:15]I.[I-].[K+]. The catalyst is O. The product is [I:15][C:13]1[C:8]([OH:7])=[CH:9][CH:10]=[C:11]([CH3:14])[N:12]=1. The yield is 0.439. (4) The reactants are Cl.[CH3:2][NH:3][O:4][CH3:5].C(Cl)CCl.C(N(CC)CC)C.[CH3:17][O:18][C:19]1[CH:24]=[CH:23][C:22]([CH2:25][CH2:26][C:27]([OH:29])=O)=[CH:21][CH:20]=1. No catalyst specified. The product is [CH3:5][O:4][N:3]([CH3:2])[C:27](=[O:29])[CH2:26][CH2:25][C:22]1[CH:21]=[CH:20][C:19]([O:18][CH3:17])=[CH:24][CH:23]=1. The yield is 0.850.